This data is from Full USPTO retrosynthesis dataset with 1.9M reactions from patents (1976-2016). The task is: Predict the reactants needed to synthesize the given product. (1) Given the product [Br:1][C:2]1[CH:3]=[C:4]([CH:37]=[CH:38][CH:39]=1)[C:5]([NH:7][C:8]1[CH:9]=[CH:10][C:11]([O:12][C:13]2[C:18]3[CH:19]4[NH:27][CH2:26][CH2:25][CH2:24][N:20]4[C:21](=[O:23])[NH:22][C:17]=3[N:16]=[CH:15][CH:14]=2)=[CH:35][CH:36]=1)=[O:6], predict the reactants needed to synthesize it. The reactants are: [Br:1][C:2]1[CH:3]=[C:4]([CH:37]=[CH:38][CH:39]=1)[C:5]([NH:7][C:8]1[CH:36]=[CH:35][C:11]([O:12][C:13]2[C:18]3[CH:19]4[N:27](C(OC(C)(C)C)=O)[CH2:26][CH2:25][CH2:24][N:20]4[C:21](=[O:23])[NH:22][C:17]=3[N:16]=[CH:15][CH:14]=2)=[CH:10][CH:9]=1)=[O:6].Cl. (2) Given the product [F:20][C:16]1[CH:15]=[CH:14][C:13]([NH2:12])=[CH:18][C:17]=1[O:19][C:2]1[CH:7]=[CH:6][C:5]([N+:8]([O-:10])=[O:9])=[CH:4][N:3]=1, predict the reactants needed to synthesize it. The reactants are: Cl[C:2]1[CH:7]=[CH:6][C:5]([N+:8]([O-:10])=[O:9])=[CH:4][N:3]=1.Br.[NH2:12][C:13]1[CH:14]=[CH:15][C:16]([F:20])=[C:17]([OH:19])[CH:18]=1.C(=O)([O-])[O-].[K+].[K+].O. (3) Given the product [C:38]([CH:28]([N:25]1[C:24]([CH3:4])=[N:23][C:22]2[C:21](=[O:41])[NH:20][C:19]([CH2:18][C:17]3[CH:42]=[CH:43][C:14]([O:13][CH:12]([F:11])[F:46])=[C:15]([O:44][CH3:45])[CH:16]=3)=[N:27][C:26]1=2)[CH2:29][CH2:30][CH2:31][C:32]1[CH:37]=[CH:36][CH:35]=[CH:34][CH:33]=1)(=[O:40])[CH3:39], predict the reactants needed to synthesize it. The reactants are: ClCCl.[CH2:4](N(CC)CC)C.[F:11][CH:12]([F:46])[O:13][C:14]1[CH:43]=[CH:42][C:17]([CH2:18][C:19]2[NH:20][C:21](=[O:41])[C:22]3[N:23]=[CH:24][N:25]([CH:28]([CH:38]([OH:40])[CH3:39])[CH2:29][CH2:30][CH2:31][C:32]4[CH:37]=[CH:36][CH:35]=[CH:34][CH:33]=4)[C:26]=3[N:27]=2)=[CH:16][C:15]=1[O:44][CH3:45].CS(C)=O. (4) The reactants are: [Cl-].O[NH3+:3].[C:4](=[O:7])([O-])[OH:5].[Na+].CS(C)=O.[CH3:13][C@H:14]1[O:19][C@@H:18]([CH3:20])[CH2:17][N:16]([CH2:21][CH2:22][O:23][C@H:24]2[CH2:29][CH2:28][C@H:27]([N:30]3[C:35](=[O:36])[C:34]([CH2:37][C:38]4[CH:43]=[CH:42][C:41]([C:44]5[C:45]([C:50]#[N:51])=[CH:46][CH:47]=[CH:48][CH:49]=5)=[CH:40][CH:39]=4)=[C:33]([CH2:52][CH2:53][CH3:54])[N:32]4[N:55]=[CH:56][N:57]=[C:31]34)[CH2:26][CH2:25]2)[CH2:15]1. Given the product [CH3:13][C@H:14]1[O:19][C@@H:18]([CH3:20])[CH2:17][N:16]([CH2:21][CH2:22][O:23][C@H:24]2[CH2:25][CH2:26][C@H:27]([N:30]3[C:35](=[O:36])[C:34]([CH2:37][C:38]4[CH:39]=[CH:40][C:41]([C:44]5[CH:49]=[CH:48][CH:47]=[CH:46][C:45]=5[C:50]5[NH:3][C:4](=[O:7])[O:5][N:51]=5)=[CH:42][CH:43]=4)=[C:33]([CH2:52][CH2:53][CH3:54])[N:32]4[N:55]=[CH:56][N:57]=[C:31]34)[CH2:28][CH2:29]2)[CH2:15]1, predict the reactants needed to synthesize it. (5) Given the product [CH2:8]([CH:11]1[O:16][CH:15]([OH:17])[CH:14]([C:18]2[CH:23]=[CH:22][C:21]([C:24]3[CH:29]=[CH:28][C:27]([CH:30]4[CH2:35][CH2:34][CH:33]([CH2:36][CH2:37][CH3:38])[CH2:32][CH2:31]4)=[C:26]([F:39])[C:25]=3[F:40])=[C:20]([F:41])[C:19]=2[F:42])[CH2:13][CH2:12]1)[CH2:9][CH3:10], predict the reactants needed to synthesize it. The reactants are: C1(C)C=CC=CC=1.[CH2:8]([CH:11]1[O:16][C:15](=[O:17])[CH:14]([C:18]2[CH:23]=[CH:22][C:21]([C:24]3[CH:29]=[CH:28][C:27]([CH:30]4[CH2:35][CH2:34][CH:33]([CH2:36][CH2:37][CH3:38])[CH2:32][CH2:31]4)=[C:26]([F:39])[C:25]=3[F:40])=[C:20]([F:41])[C:19]=2[F:42])[CH2:13][CH2:12]1)[CH2:9][CH3:10].[H-].C([Al+]CC(C)C)C(C)C.C1(C)C=CC=CC=1. (6) The reactants are: [C:1]([O:5][C:6](=[O:19])[NH:7][C:8]1[CH:13]=[C:12]([Cl:14])[C:11]([CH3:15])=[CH:10][C:9]=1[N+:16]([O-])=O)([CH3:4])([CH3:3])[CH3:2].O.O.Cl[Sn]Cl. Given the product [C:1]([O:5][C:6](=[O:19])[NH:7][C:8]1[CH:13]=[C:12]([Cl:14])[C:11]([CH3:15])=[CH:10][C:9]=1[NH2:16])([CH3:4])([CH3:2])[CH3:3], predict the reactants needed to synthesize it.